This data is from Catalyst prediction with 721,799 reactions and 888 catalyst types from USPTO. The task is: Predict which catalyst facilitates the given reaction. Reactant: [CH2:1]([N:8]1[CH:12]=[N:11][N:10]=[N:9]1)[C:2]1[CH:7]=[CH:6][CH:5]=[CH:4][CH:3]=1.[OH-].[Na+].[CH:15]1([CH:21]=[O:22])[CH2:20][CH2:19][CH2:18][CH2:17][CH2:16]1. Product: [CH2:1]([N:8]1[C:12]([CH:21]([CH:15]2[CH2:20][CH2:19][CH2:18][CH2:17][CH2:16]2)[OH:22])=[N:11][N:10]=[N:9]1)[C:2]1[CH:3]=[CH:4][CH:5]=[CH:6][CH:7]=1. The catalyst class is: 1.